This data is from Forward reaction prediction with 1.9M reactions from USPTO patents (1976-2016). The task is: Predict the product of the given reaction. (1) Given the reactants C([O:8][C:9]1[C:14]2[C:15]([NH:25][C:26]3[CH:38]=[CH:37][C:29]4[S:30](=[O:36])(=[O:35])[C:31]([CH3:34])([CH3:33])[CH2:32][C:28]=4[CH:27]=3)=[N:16][N:17]([C@H:18]([CH:22]3[CH2:24][CH2:23]3)[CH2:19][C:20]#[N:21])[C:13]=2[CH:12]=[CH:11][N:10]=1)C1C=CC=CC=1, predict the reaction product. The product is: [CH:22]1([C@@H:18]([N:17]2[C:13]3[CH:12]=[CH:11][NH:10][C:9](=[O:8])[C:14]=3[C:15]([NH:25][C:26]3[CH:38]=[CH:37][C:29]4[S:30](=[O:36])(=[O:35])[C:31]([CH3:34])([CH3:33])[CH2:32][C:28]=4[CH:27]=3)=[N:16]2)[CH2:19][C:20]#[N:21])[CH2:24][CH2:23]1. (2) Given the reactants [NH2:1][C:2]1[CH:3]=[C:4]2[C:9](=[C:10]3[C:14]4C=CC=C[C:13]=4[S:12][C:11]=13)[N:8]=[CH:7][N:6]=[C:5]2[NH:19][C:20]1[CH:25]=[CH:24][CH:23]=[C:22]([Br:26])[CH:21]=1.C(O)(=O)C=C.C(N(CC)CC)C.Cl.CN(C)CCCN=C=NCC, predict the reaction product. The product is: [NH2:1][C:2]1[C:11]2[S:12][C:4]3[C:5]([NH:19][C:20]4[CH:25]=[CH:24][CH:23]=[C:22]([Br:26])[CH:21]=4)=[N:6][CH:7]=[N:8][C:9]=3[C:10]=2[CH:14]=[CH:13][CH:3]=1. (3) Given the reactants [C:1]([O:5][C:6]([NH:8][CH2:9][C:10]([N:12]([CH2:14][C:15]1[CH:16]=[C:17]([C:21]2[CH:22]=[N:23][C:24]([N:27]3[CH2:32][CH2:31][N:30]([C:33]4[C:41]([Cl:42])=[CH:40][C:36]([C:37](O)=[O:38])=[CH:35][N:34]=4)[CH2:29][CH2:28]3)=[N:25][CH:26]=2)[CH:18]=[CH:19][CH:20]=1)[CH3:13])=[O:11])=[O:7])([CH3:4])([CH3:3])[CH3:2].C1COCC1.C(Cl)(=O)OCC(C)C.[BH4-].[Na+], predict the reaction product. The product is: [Cl:42][C:41]1[C:33]([N:30]2[CH2:29][CH2:28][N:27]([C:24]3[N:23]=[CH:22][C:21]([C:17]4[CH:16]=[C:15]([CH:20]=[CH:19][CH:18]=4)[CH2:14][N:12]([CH3:13])[C:10](=[O:11])[CH2:9][NH:8][C:6](=[O:7])[O:5][C:1]([CH3:3])([CH3:4])[CH3:2])=[CH:26][N:25]=3)[CH2:32][CH2:31]2)=[N:34][CH:35]=[C:36]([CH2:37][OH:38])[CH:40]=1. (4) Given the reactants [Cl:1][C:2]1[CH:3]=[C:4]([CH:9]([C:11]2[NH:19][C:14]3=[CH:15][N:16]=[CH:17][CH:18]=[C:13]3[CH:12]=2)[OH:10])[CH:5]=[CH:6][C:7]=1[Cl:8], predict the reaction product. The product is: [Cl:1][C:2]1[CH:3]=[C:4]([C:9]([C:11]2[NH:19][C:14]3=[CH:15][N:16]=[CH:17][CH:18]=[C:13]3[CH:12]=2)=[O:10])[CH:5]=[CH:6][C:7]=1[Cl:8]. (5) Given the reactants Br[C:2]1[C:3](=[O:26])[N:4]([CH2:18][C:19]2[CH:24]=[CH:23][CH:22]=[C:21]([F:25])[CH:20]=2)[CH:5]=[CH:6][C:7]=1[O:8][CH2:9][C:10]1[CH:15]=[CH:14][C:13]([F:16])=[CH:12][C:11]=1[F:17].[C:27]([O-])([O-])=O.[K+].[K+].C([O-])([O-])=O.[Cs+].[Cs+].CB1OB(C)OB(C)O1, predict the reaction product. The product is: [F:17][C:11]1[CH:12]=[C:13]([F:16])[CH:14]=[CH:15][C:10]=1[CH2:9][O:8][C:7]1[CH:6]=[CH:5][N:4]([CH2:18][C:19]2[CH:24]=[CH:23][CH:22]=[C:21]([F:25])[CH:20]=2)[C:3](=[O:26])[C:2]=1[CH3:27]. (6) Given the reactants CC(C)([O-])C.[K+].[N:7]1([S:12]([C:15]2[CH:16]=[C:17]3[C:21](=[CH:22][CH:23]=2)[NH:20][C:19](=[O:24])[C:18]23[O:29][CH2:28][CH2:27][CH2:26][O:25]2)(=[O:14])=[O:13])[CH2:11][CH2:10][CH2:9][CH2:8]1.Br[CH2:31][CH2:32][CH:33]([Br:35])[CH3:34].O, predict the reaction product. The product is: [N:7]1([S:12]([C:15]2[CH:16]=[C:17]3[C:21](=[CH:22][CH:23]=2)[N:20]([CH:32]([CH3:31])[CH:33]([Br:35])[CH3:34])[C:19](=[O:24])[C:18]23[O:29][CH2:28][CH2:27][CH2:26][O:25]2)(=[O:13])=[O:14])[CH2:11][CH2:10][CH2:9][CH2:8]1. (7) The product is: [OH:21][CH:9]1[CH:8]([C:5]2[CH:6]=[CH:7][C:2]([C:14]([O:16][CH3:17])=[O:15])=[CH:3][CH:4]=2)[CH2:13][CH2:12][N:11]([C:14]([O:16][C:17]([CH3:20])([CH3:19])[CH3:18])=[O:15])[CH2:10]1. Given the reactants Br[C:2]1[CH:7]=[CH:6][C:5]([CH:8]2[CH2:13][CH2:12][N:11]([C:14]([O:16][C:17]([CH3:20])([CH3:19])[CH3:18])=[O:15])[CH2:10][CH:9]2[OH:21])=[CH:4][CH:3]=1.C1(P(C2C=CC=CC=2)CCCP(C2C=CC=CC=2)C2C=CC=CC=2)C=CC=CC=1.[C]=O, predict the reaction product. (8) Given the reactants [C:1]([C:3]1[C:8]([CH2:9][C:10]([O:12][CH2:13][CH3:14])=[O:11])=[CH:7][N:6]=[CH:5][N:4]=1)#[CH:2].Cl[C:16]1[C:21]([C:22]([F:25])([F:24])[F:23])=[CH:20][N:19]=[C:18]([NH:26][C:27]2[CH:32]=[CH:31][C:30]([CH:33]3[CH2:38][CH2:37][N:36]([C:39]([O:41][C:42]([CH3:45])([CH3:44])[CH3:43])=[O:40])[CH2:35][CH2:34]3)=[CH:29][CH:28]=2)[N:17]=1.C(N(CC)CC)C.F[B-](F)(F)F.C([PH+](C(C)(C)C)C(C)(C)C)(C)(C)C, predict the reaction product. The product is: [CH2:13]([O:12][C:10](=[O:11])[CH2:9][C:8]1[C:3]([C:1]#[C:2][C:20]2[C:21]([C:22]([F:23])([F:24])[F:25])=[CH:16][N:17]=[C:18]([NH:26][C:27]3[CH:32]=[CH:31][C:30]([CH:33]4[CH2:34][CH2:35][N:36]([C:39]([O:41][C:42]([CH3:45])([CH3:44])[CH3:43])=[O:40])[CH2:37][CH2:38]4)=[CH:29][CH:28]=3)[N:19]=2)=[N:4][CH:5]=[N:6][CH:7]=1)[CH3:14]. (9) Given the reactants [CH2:1]([C@:4]([NH:28][C:29]([O:31][C:32]([CH3:35])([CH3:34])[CH3:33])=[O:30])([CH2:7][CH2:8][C:9]1[CH:14]=[CH:13][C:12]([S:15][C:16]2[CH:21]=[C:20]([C:22]([F:25])([F:24])[F:23])[CH:19]=[CH:18][C:17]=2[OH:26])=[CH:11][C:10]=1[Cl:27])[CH2:5][OH:6])[CH:2]=[CH2:3].[OH2:36], predict the reaction product. The product is: [C:32]([O:31][C:29]([NH:28][C@@:4]([CH2:1][CH2:2][CH3:3])([CH2:7][CH2:8][C:9]1[CH:14]=[CH:13][C:12]([S:15][C:16]2[CH:21]=[C:20]([C:22]([F:25])([F:24])[F:23])[CH:19]=[CH:18][C:17]=2[O:26][C:29]([O:31][C:32]([CH3:35])([CH3:34])[CH3:33])=[O:36])=[CH:11][C:10]=1[Cl:27])[CH2:5][OH:6])=[O:30])([CH3:35])([CH3:34])[CH3:33].